Dataset: Forward reaction prediction with 1.9M reactions from USPTO patents (1976-2016). Task: Predict the product of the given reaction. Given the reactants [Cl:1][C:2]1[CH:3]=[CH:4][C:5]([O:35][CH3:36])=[C:6]([CH:34]=1)[CH2:7][CH:8]1[C:14](=[O:15])[N:13]([C:16]([NH:18][CH:19]([CH2:31][CH3:32])[C:20]([NH:22]CC(OC(C)(C)C)=O)=[O:21])=[O:17])[CH2:12][C:11](=[O:33])[NH:10][CH2:9]1.Cl.[C:38]([O:42]C(=O)CN)([CH3:41])([CH3:40])[CH3:39], predict the reaction product. The product is: [C:38]([O:42][NH:22][C:20]([C@H:19]([NH:18][C:16]([N:13]1[C:14](=[O:15])[CH:8]([CH2:7][C:6]2[CH:34]=[C:2]([Cl:1])[CH:3]=[CH:4][C:5]=2[O:35][CH3:36])[CH2:9][NH:10][C:11](=[O:33])[CH2:12]1)=[O:17])[CH2:31][CH3:32])=[O:21])([CH3:41])([CH3:40])[CH3:39].